This data is from Catalyst prediction with 721,799 reactions and 888 catalyst types from USPTO. The task is: Predict which catalyst facilitates the given reaction. (1) Reactant: Br[C:2]1[CH:7]=[CH:6][C:5]([CH:8]2[N:13]3[CH:14]=[N:15][CH:16]=[C:12]3[CH2:11][N:10]([CH2:17][C:18]3[CH:23]=[CH:22][C:21]([O:24][CH3:25])=[CH:20][CH:19]=3)[C:9]2=[O:26])=[CH:4][CH:3]=1.P([O-])([O-])([O-])=O.[K+].[K+].[K+].[Cl:35][C:36]1[CH:41]=[CH:40][C:39](B(O)O)=[CH:38][CH:37]=1. Product: [Cl:35][C:36]1[CH:41]=[CH:40][C:39]([C:2]2[CH:7]=[CH:6][C:5]([CH:8]3[N:13]4[CH:14]=[N:15][CH:16]=[C:12]4[CH2:11][N:10]([CH2:17][C:18]4[CH:23]=[CH:22][C:21]([O:24][CH3:25])=[CH:20][CH:19]=4)[C:9]3=[O:26])=[CH:4][CH:3]=2)=[CH:38][CH:37]=1. The catalyst class is: 151. (2) Product: [Br:1][C:2](=[CH2:8])[CH2:3][CH2:4][CH2:5][CH2:6][O:7][C:15](=[O:16])[C:12]1[CH:13]=[CH:14][C:9]([CH3:18])=[CH:10][CH:11]=1. Reactant: [Br:1][C:2](=[CH2:8])[CH2:3][CH2:4][CH2:5][CH2:6][OH:7].[C:9]1([CH3:18])[CH:14]=[CH:13][C:12]([C:15](Cl)=[O:16])=[CH:11][CH:10]=1.C(N(CC)CC)C. The catalyst class is: 343. (3) Reactant: Cl[C:2]1[CH:7]=[C:6]([NH:8][C:9]2[CH:19]=[CH:18][CH:17]=[CH:16][C:10]=2[C:11]([NH:13][O:14][CH3:15])=[O:12])[C:5]([CH:20]2[CH2:22][CH2:21]2)=[CH:4][N:3]=1.[CH3:23][N:24]1[C:28]([NH2:29])=[CH:27][C:26]([CH3:30])=[N:25]1.C([O-])([O-])=O.[Cs+].[Cs+].CC1(C)C2C(=C(P(C3C=CC=CC=3)C3C=CC=CC=3)C=CC=2)OC2C(P(C3C=CC=CC=3)C3C=CC=CC=3)=CC=CC1=2. Product: [CH:20]1([C:5]2[C:6]([NH:8][C:9]3[CH:19]=[CH:18][CH:17]=[CH:16][C:10]=3[C:11]([NH:13][O:14][CH3:15])=[O:12])=[CH:7][C:2]([NH:29][C:28]3[N:24]([CH3:23])[N:25]=[C:26]([CH3:30])[CH:27]=3)=[N:3][CH:4]=2)[CH2:22][CH2:21]1. The catalyst class is: 102. (4) Reactant: Cl[C:2]1[C:3]2[C:7]([CH:8]=[CH:9][CH:10]=1)=[N:6][N:5]1[C:11]([CH:16]3[CH2:21][CH2:20][N:19]([C:22]([O:24][C:25]([CH3:28])([CH3:27])[CH3:26])=[O:23])[CH2:18][CH2:17]3)=[CH:12][C:13](=[O:15])[NH:14][C:4]=21.C1(P(C2CCCCC2)[C:36]2C=CC=[CH:38][C:37]=2[C:42]2C(N(C)C)=CC=CC=2N(C)C)CCCCC1.[Cl-].[Li+].[Br-].C([Zn+])(C)C. Product: [CH2:36]([C:2]1[C:3]2[C:7]([CH:8]=[CH:9][CH:10]=1)=[N:6][N:5]1[C:11]([CH:16]3[CH2:17][CH2:18][N:19]([C:22]([O:24][C:25]([CH3:28])([CH3:27])[CH3:26])=[O:23])[CH2:20][CH2:21]3)=[CH:12][C:13](=[O:15])[NH:14][C:4]=21)[CH:37]([CH3:42])[CH3:38]. The catalyst class is: 7. (5) Reactant: [Cl:1][C:2]1[CH:3]=[C:4]([CH:8]2[C:12]([C:15]3[CH:20]=[CH:19][C:18]([Cl:21])=[CH:17][CH:16]=3)([C:13]#[N:14])[CH:11]([CH2:22][C:23]([CH3:26])([CH3:25])[CH3:24])[NH:10][CH:9]2[C:27]([OH:29])=O)[CH:5]=[CH:6][CH:7]=1.[N:30]1([CH2:36][CH2:37][NH2:38])[CH2:35][CH2:34][O:33][CH2:32][CH2:31]1.F[P-](F)(F)(F)(F)F.N1(OC(N(C)C)=[N+](C)C)C2N=CC=CC=2N=N1.CCN(C(C)C)C(C)C. Product: [N:30]1([CH2:36][CH2:37][NH:38][C:27]([CH:9]2[CH:8]([C:4]3[CH:5]=[CH:6][CH:7]=[C:2]([Cl:1])[CH:3]=3)[C:12]([C:15]3[CH:16]=[CH:17][C:18]([Cl:21])=[CH:19][CH:20]=3)([C:13]#[N:14])[CH:11]([CH2:22][C:23]([CH3:26])([CH3:24])[CH3:25])[NH:10]2)=[O:29])[CH2:35][CH2:34][O:33][CH2:32][CH2:31]1. The catalyst class is: 2. (6) Reactant: [F:1][C:2]1[CH:3]=[C:4]([CH:8]2[CH2:12][CH2:11][CH2:10][N:9]2[C:13]2[CH:18]=[CH:17][N:16]3[N:19]=[CH:20][C:21](/[CH:22]=[CH:23]/[C:24]([OH:26])=O)=[C:15]3[N:14]=2)[CH:5]=[N:6][CH:7]=1.Cl.[CH3:28][NH:29][CH3:30].CCN(C(C)C)C(C)C.CN(C(ON1N=NC2C=CC=NC1=2)=[N+](C)C)C.F[P-](F)(F)(F)(F)F. Product: [F:1][C:2]1[CH:3]=[C:4]([CH:8]2[CH2:12][CH2:11][CH2:10][N:9]2[C:13]2[CH:18]=[CH:17][N:16]3[N:19]=[CH:20][C:21](/[CH:22]=[CH:23]/[C:24]([N:29]([CH3:30])[CH3:28])=[O:26])=[C:15]3[N:14]=2)[CH:5]=[N:6][CH:7]=1. The catalyst class is: 31. (7) Product: [ClH:45].[NH2:32][CH2:31][C:30]1[CH:40]=[CH:41][C:27]([C:25]([NH:24][CH2:23][C:22]2[CH:21]=[CH:20][C:19]([O:18][CH2:17][CH2:16][C:15]([N:11]3[CH2:10][C:9](=[O:8])[C@H:13]([OH:14])[CH2:12]3)=[O:44])=[CH:43][CH:42]=2)=[O:26])=[CH:28][CH:29]=1. Reactant: [Si]([O:8][C@H:9]1[C:13](=[O:14])[CH2:12][N:11]([C:15](=[O:44])[CH2:16][CH2:17][O:18][C:19]2[CH:43]=[CH:42][C:22]([CH2:23][NH:24][C:25]([C:27]3[CH:41]=[CH:40][C:30]([CH2:31][NH:32]C(=O)OC(C)(C)C)=[CH:29][CH:28]=3)=[O:26])=[CH:21][CH:20]=2)[CH2:10]1)(C(C)(C)C)(C)C.[ClH:45]. The catalyst class is: 135.